The task is: Regression. Given a peptide amino acid sequence and an MHC pseudo amino acid sequence, predict their binding affinity value. This is MHC class I binding data.. This data is from Peptide-MHC class I binding affinity with 185,985 pairs from IEDB/IMGT. (1) The MHC is HLA-A11:01 with pseudo-sequence HLA-A11:01. The binding affinity (normalized) is 0.0847. The peptide sequence is ILLRKGHVF. (2) The peptide sequence is DSMDVLAEKK. The MHC is HLA-A11:01 with pseudo-sequence HLA-A11:01. The binding affinity (normalized) is 0.387. (3) The peptide sequence is GEIPFYGKA. The MHC is H-2-Kk with pseudo-sequence H-2-Kk. The binding affinity (normalized) is 0.0929. (4) The MHC is HLA-B44:02 with pseudo-sequence HLA-B44:02. The binding affinity (normalized) is 0.252. The peptide sequence is AERVLDWLEK. (5) The peptide sequence is GMSWITQGL. The MHC is HLA-A01:01 with pseudo-sequence HLA-A01:01. The binding affinity (normalized) is 0.0847. (6) The binding affinity (normalized) is 0.469. The peptide sequence is TMTDDIGMGV. The MHC is HLA-A02:17 with pseudo-sequence HLA-A02:17. (7) The peptide sequence is FLIFFDLFLV. The MHC is HLA-A02:01 with pseudo-sequence HLA-A02:01. The binding affinity (normalized) is 0.770.